The task is: Predict the reactants needed to synthesize the given product.. This data is from Full USPTO retrosynthesis dataset with 1.9M reactions from patents (1976-2016). The reactants are: Cl[C:2]1[C:7]([C:8]2[CH:13]=[CH:12][C:11]([F:14])=[CH:10][CH:9]=2)=[C:6]([C:15]2[CH:20]=[CH:19][C:18]([S:21]([CH3:24])(=[O:23])=[O:22])=[CH:17][CH:16]=2)[N:5]=[C:4]([C:25]([F:28])([F:27])[F:26])[N:3]=1.[C:29]([O:40][CH3:41])(=[O:39])[C:30]1[CH:38]=[CH:37][C:35]([OH:36])=[C:32]([O:33][CH3:34])[CH:31]=1.C(=O)([O-])[O-].[K+].[K+]. Given the product [CH3:34][O:33][C:32]1[CH:31]=[C:30]([CH:38]=[CH:37][C:35]=1[O:36][C:2]1[C:7]([C:8]2[CH:13]=[CH:12][C:11]([F:14])=[CH:10][CH:9]=2)=[C:6]([C:15]2[CH:20]=[CH:19][C:18]([S:21]([CH3:24])(=[O:23])=[O:22])=[CH:17][CH:16]=2)[N:5]=[C:4]([C:25]([F:28])([F:27])[F:26])[N:3]=1)[C:29]([O:40][CH3:41])=[O:39], predict the reactants needed to synthesize it.